Dataset: Full USPTO retrosynthesis dataset with 1.9M reactions from patents (1976-2016). Task: Predict the reactants needed to synthesize the given product. (1) Given the product [Cl:19][C:16]([F:18])([F:17])[O:15][C:12]1[CH:13]=[CH:14][C:9]([NH:8][C:6](=[O:7])[C:5]2[CH:20]=[C:21]([C:22]3[NH:26][N:25]=[CH:24][CH:23]=3)[C:2]([NH:27][CH2:28][CH:29]([OH:33])[CH2:30][CH2:31][OH:32])=[N:3][CH:4]=2)=[CH:10][CH:11]=1, predict the reactants needed to synthesize it. The reactants are: Cl[C:2]1[C:21]([C:22]2[NH:26][N:25]=[CH:24][CH:23]=2)=[CH:20][C:5]([C:6]([NH:8][C:9]2[CH:14]=[CH:13][C:12]([O:15][C:16]([Cl:19])([F:18])[F:17])=[CH:11][CH:10]=2)=[O:7])=[CH:4][N:3]=1.[NH2:27][CH2:28][CH:29]([OH:33])[CH2:30][CH2:31][OH:32].CCN(C(C)C)C(C)C.O(C(C)C)C(C)C. (2) The reactants are: CC[C@H]([C@H](CN(C)C)C)C1C=CC=C(O)C=1.[CH3:17][N:18]([CH3:26])[CH2:19][C@H:20]([CH3:25])[C:21](=[O:24])[CH2:22][CH3:23].Br[C:28]1[CH:29]=[C:30]([O:34][CH3:35])[CH:31]=[CH:32][CH:33]=1. Given the product [CH3:17][N:18]([CH3:26])[CH2:19][C@H:20]([CH3:25])[C@:21]([C:28]1[CH:33]=[CH:32][CH:31]=[C:30]([O:34][CH3:35])[CH:29]=1)([OH:24])[CH2:22][CH3:23], predict the reactants needed to synthesize it. (3) Given the product [CH3:1][O:2][C:3](=[O:16])[C:4]([C@H:7]1[CH2:12][CH2:11][C@H:10]([NH:13][C:17](=[O:20])[CH3:18])[CH2:9][CH2:8]1)([CH3:6])[CH3:5], predict the reactants needed to synthesize it. The reactants are: [CH3:1][O:2][C:3](=[O:16])[C:4]([C@H:7]1[CH2:12][CH2:11][C@H:10]([N:13]=[N+]=[N-])[CH2:9][CH2:8]1)([CH3:6])[CH3:5].[C:17]([OH:20])(=S)[CH3:18]. (4) Given the product [CH2:26]([N:51]([CH2:50][CH2:54][CH3:55])[CH2:25][CH2:10][CH2:9][CH2:8][NH:7][C:35](=[O:34])[C:26]1[CH:25]=[CH:10][C:9]([CH2:8][N:7]([CH2:6][C:2]2[NH:1][CH:5]=[CH:4][N:3]=2)[CH2:45][C@@H:44]2[CH2:47][CH2:48][CH2:49][NH:43]2)=[CH:28][CH:27]=1)[CH2:27][CH3:28], predict the reactants needed to synthesize it. The reactants are: [NH:1]1[CH:5]=[CH:4][N:3]=[C:2]1[CH2:6][NH:7][CH2:8][C:9]1[CH:28]=[CH:27][CH:26]=[CH:25][C:10]=1C(NCCCCN(CCC)CCC)=O.C([O:34][CH3:35])(OC)OC.C([N:43]1[CH2:49][CH2:48][CH2:47][C@H:44]1[CH:45]=O)(OC(C)(C)C)=O.[C:50]([BH3-])#[N:51].[Na+].[C:54](O)(=O)[CH3:55]. (5) Given the product [C:1]([O:8][CH:9]([C:28]1[CH:29]=[CH:30][CH:31]=[CH:32][CH:33]=1)[CH2:10][C:11]1[C:19](=[O:20])[N:18]2[C:14]([NH:15][C:16]3[CH:24]=[CH:23][CH:22]=[CH:21][C:17]=32)=[C:13]([C:25]#[N:26])[C:12]=1[CH3:27])(=[O:3])[CH3:2], predict the reactants needed to synthesize it. The reactants are: [C:1](OC(=O)C)(=[O:3])[CH3:2].[OH:8][CH:9]([C:28]1[CH:33]=[CH:32][CH:31]=[CH:30][CH:29]=1)[CH2:10][C:11]1[C:19](=[O:20])[N:18]2[C:14]([NH:15][C:16]3[CH:24]=[CH:23][CH:22]=[CH:21][C:17]=32)=[C:13]([C:25]#[N:26])[C:12]=1[CH3:27].N1C=CC=CC=1.